This data is from Forward reaction prediction with 1.9M reactions from USPTO patents (1976-2016). The task is: Predict the product of the given reaction. Given the reactants [Br:1][C:2]1[S:3][C:4]2[N:9]=[C:8]([C:10]([OH:12])=O)[CH2:7][C:5]=2[N:6]=1.CC[N:15](C(C)C)C(C)C.C(Cl)CCl.C1C=CC2N(O)N=NC=2C=1.[NH4+].[Cl-], predict the reaction product. The product is: [Br:1][C:2]1[S:3][C:4]2[N:9]=[C:8]([C:10]([NH2:15])=[O:12])[CH2:7][C:5]=2[N:6]=1.